From a dataset of NCI-60 drug combinations with 297,098 pairs across 59 cell lines. Regression. Given two drug SMILES strings and cell line genomic features, predict the synergy score measuring deviation from expected non-interaction effect. (1) Drug 1: C1C(C(OC1N2C=NC3=C(N=C(N=C32)Cl)N)CO)O. Drug 2: CC1=C2C(C(=O)C3(C(CC4C(C3C(C(C2(C)C)(CC1OC(=O)C(C(C5=CC=CC=C5)NC(=O)OC(C)(C)C)O)O)OC(=O)C6=CC=CC=C6)(CO4)OC(=O)C)O)C)O. Cell line: HCC-2998. Synergy scores: CSS=60.8, Synergy_ZIP=-2.70, Synergy_Bliss=-6.23, Synergy_Loewe=-2.60, Synergy_HSA=-1.14. (2) Drug 2: CCN(CC)CCNC(=O)C1=C(NC(=C1C)C=C2C3=C(C=CC(=C3)F)NC2=O)C. Cell line: COLO 205. Synergy scores: CSS=-5.28, Synergy_ZIP=2.97, Synergy_Bliss=-0.186, Synergy_Loewe=-6.44, Synergy_HSA=-6.00. Drug 1: CC12CCC(CC1=CCC3C2CCC4(C3CC=C4C5=CN=CC=C5)C)O.